This data is from Full USPTO retrosynthesis dataset with 1.9M reactions from patents (1976-2016). The task is: Predict the reactants needed to synthesize the given product. Given the product [C:15]1([CH3:23])[CH:20]=[CH:19][C:18]([CH:2]2[C:6]3[NH:7][C:8]([C:10]([O:12][CH2:13][CH3:14])=[O:11])=[CH:9][C:5]=3[CH2:4][CH2:3]2)=[CH:17][CH:16]=1, predict the reactants needed to synthesize it. The reactants are: O=[C:2]1[C:6]2[NH:7][C:8]([C:10]([O:12][CH2:13][CH3:14])=[O:11])=[CH:9][C:5]=2[CH2:4][CH2:3]1.[C:15]1([CH3:23])[CH:20]=[CH:19][C:18]([Mg]Br)=[CH:17][CH:16]=1.